This data is from Full USPTO retrosynthesis dataset with 1.9M reactions from patents (1976-2016). The task is: Predict the reactants needed to synthesize the given product. (1) The reactants are: Br[C:2]1[CH:10]=[C:9]2[C:5]([CH:6]=[CH:7][N:8]2[CH2:11][C:12]2[CH:17]=[CH:16][C:15]([C:18]([CH3:21])([CH3:20])[CH3:19])=[CH:14][CH:13]=2)=[CH:4][CH:3]=1.[F:22][C:23]([F:34])([F:33])[C:24]1[CH:29]=[CH:28][C:27](B(O)O)=[CH:26][CH:25]=1.C(=O)([O-])[O-].[Na+].[Na+]. Given the product [C:18]([C:15]1[CH:16]=[CH:17][C:12]([CH2:11][N:8]2[C:9]3[C:5](=[CH:4][CH:3]=[C:2]([C:27]4[CH:28]=[CH:29][C:24]([C:23]([F:34])([F:33])[F:22])=[CH:25][CH:26]=4)[CH:10]=3)[CH:6]=[CH:7]2)=[CH:13][CH:14]=1)([CH3:21])([CH3:20])[CH3:19], predict the reactants needed to synthesize it. (2) Given the product [Br:1][C:2]1[C:7]([CH3:8])=[N:6][C:5]([O:9][CH3:12])=[CH:4][C:3]=1[CH3:10], predict the reactants needed to synthesize it. The reactants are: [Br:1][C:2]1[C:3]([CH3:10])=[CH:4][C:5]([OH:9])=[N:6][C:7]=1[CH3:8].I[CH3:12]. (3) Given the product [Cl:27][C:22]1[CH:21]=[C:20]([CH:25]=[CH:24][C:23]=1[F:26])[CH2:19][N:15]1[C:16](=[O:18])[C:17]2[C:9]([O:8][CH2:1][C:2]3[CH:7]=[CH:6][CH:5]=[CH:4][CH:3]=3)=[C:10]3[C:39](=[O:40])[N:38]([CH3:41])[CH2:37][CH2:36][N:11]3[C:12]=2[C:13]([C:28]2[CH2:29][NH:30][NH:31][C:32](=[O:33])[N:34]=2)=[N:14]1, predict the reactants needed to synthesize it. The reactants are: [CH2:1]([O:8][C:9]1[C:17]2[C:16](=[O:18])[N:15]([CH2:19][C:20]3[CH:25]=[CH:24][C:23]([F:26])=[C:22]([Cl:27])[CH:21]=3)[N:14]=[C:13]([C:28](=O)[CH2:29][NH:30][NH:31][C:32]([NH2:34])=[O:33])[C:12]=2[N:11]2[CH2:36][CH2:37][N:38]([CH3:41])[C:39](=[O:40])[C:10]=12)[C:2]1[CH:7]=[CH:6][CH:5]=[CH:4][CH:3]=1.C(O)(=O)C. (4) Given the product [CH2:32]([N:22]([CH2:20][CH3:21])[C:23]1[CH:28]=[CH:27][C:26]([C:2]2[N:3]=[C:4]3[C:10]([C:11]([C:13]4([CH3:19])[CH2:18][CH2:17][CH2:16][CH2:15][CH2:14]4)=[O:12])=[CH:9][NH:8][C:5]3=[N:6][CH:7]=2)=[CH:25][CH:24]=1)[CH3:33], predict the reactants needed to synthesize it. The reactants are: Br[C:2]1[N:3]=[C:4]2[C:10]([C:11]([C:13]3([CH3:19])[CH2:18][CH2:17][CH2:16][CH2:15][CH2:14]3)=[O:12])=[CH:9][NH:8][C:5]2=[N:6][CH:7]=1.[CH2:20]([N:22]([CH2:32][CH3:33])[C:23]1[CH:28]=[CH:27][C:26](B(O)O)=[CH:25][CH:24]=1)[CH3:21]. (5) Given the product [CH2:51]([N:53]([CH2:54][CH3:55])[C:1]([CH2:4][O:5][C@H:6]1[C@H:11]([C:12]2[CH:17]=[CH:16][C:15]([O:18][CH2:19][CH2:20][CH2:21][O:22][CH3:23])=[CH:14][CH:13]=2)[C@@H:10]([O:24][CH2:25][C:26]2[CH:27]=[CH:28][C:29]3[O:34][CH2:33][CH2:32][N:31]([CH2:35][CH2:36][CH2:37][O:38][CH3:39])[C:30]=3[CH:40]=2)[CH2:9][N:8]([C:41]([O:43][CH2:44][C:45]2[CH:50]=[CH:49][CH:48]=[CH:47][CH:46]=2)=[O:42])[CH2:7]1)=[O:2])[CH3:52], predict the reactants needed to synthesize it. The reactants are: [C:1]([CH2:4][O:5][C@H:6]1[C@H:11]([C:12]2[CH:17]=[CH:16][C:15]([O:18][CH2:19][CH2:20][CH2:21][O:22][CH3:23])=[CH:14][CH:13]=2)[C@@H:10]([O:24][CH2:25][C:26]2[CH:27]=[CH:28][C:29]3[O:34][CH2:33][CH2:32][N:31]([CH2:35][CH2:36][CH2:37][O:38][CH3:39])[C:30]=3[CH:40]=2)[CH2:9][N:8]([C:41]([O:43][CH2:44][C:45]2[CH:50]=[CH:49][CH:48]=[CH:47][CH:46]=2)=[O:42])[CH2:7]1)(O)=[O:2].[CH2:51]([NH:53][CH2:54][CH3:55])[CH3:52].C(N(CC)CC)C. (6) Given the product [Cl-:66].[Cl-:66].[CH2:61]([C:53](=[Zr+2:70]([CH:60]1[CH:59]=[CH:33][CH:24]=[CH:25]1)[C:23]1[C:22]2[CH2:21][C:20]3[C:28](=[CH:16][C:17]([C:52]([CH3:55])([CH3:53])[CH3:54])=[C:18]([C:45]4[CH:46]=[CH:47][C:48]([CH3:51])=[CH:49][CH:50]=4)[CH:19]=3)[C:27]=2[CH:26]=[C:25]([C:29]([CH3:32])([CH3:31])[CH3:30])[C:24]=1[C:33]1[CH:34]=[CH:35][C:36]([CH3:39])=[CH:37][CH:38]=1)[CH2:52][C:17]1[CH:16]=[CH:28][CH:20]=[CH:19][CH:18]=1)[C:62]1[CH:23]=[CH:22][CH:21]=[CH:64][CH:63]=1, predict the reactants needed to synthesize it. The reactants are: C(C(=[C:16]1[C:28]2[C:20]([CH:21]=[C:22]3[C:27]=2[CH:26]=[C:25]([C:29]([CH3:32])([CH3:31])[CH3:30])[C:24]([C:33]2[CH:38]=[CH:37][C:36]([CH3:39])=[CH:35][CH:34]=2)=[CH:23]3)=[C:19](C2C=CC=C2)[C:18]([C:45]2[CH:50]=[CH:49][C:48]([CH3:51])=[CH:47][CH:46]=2)=[C:17]1[C:52]([CH3:55])([CH3:54])[CH3:53])CC1C=CC=CC=1)C1C=CC=CC=1.C(O[CH2:59][CH3:60])C.[CH2:61]([Li])[CH2:62][CH2:63][CH3:64].[Cl-:66].[Cl-].[Cl-].[Cl-].[Zr+4:70]. (7) Given the product [Cl:12][C:6]1[CH:7]=[CH:8][CH:9]=[C:10]2[C:5]=1[C:4](=[O:13])[NH:3][C:2]([N:18]1[CH2:19][CH2:20][N:15]([CH3:14])[CH2:16][CH2:17]1)=[CH:11]2, predict the reactants needed to synthesize it. The reactants are: Cl[C:2]1[NH:3][C:4](=[O:13])[C:5]2[C:10]([CH:11]=1)=[CH:9][CH:8]=[CH:7][C:6]=2[Cl:12].[CH3:14][N:15]1[CH2:20][CH2:19][NH:18][CH2:17][CH2:16]1. (8) Given the product [CH2:2]([O:4][C:5](=[O:8])[CH2:6][N:7]1[C:12](=[O:13])[CH2:11][S:10][C:9]1=[S:15])[CH3:3], predict the reactants needed to synthesize it. The reactants are: Cl.[CH2:2]([O:4][C:5](=[O:8])[CH2:6][NH2:7])[CH3:3].[C:9](=S)([S:15]CC(O)=O)[S:10][CH2:11][C:12](O)=[O:13].C(N(CC)CC)C.